The task is: Predict the reactants needed to synthesize the given product.. This data is from Full USPTO retrosynthesis dataset with 1.9M reactions from patents (1976-2016). (1) Given the product [C:2]1([CH:4]2[CH2:9][CH2:8][N:7]([C:10]([O:12][CH2:13][C:14]3[CH:19]=[CH:18][CH:17]=[CH:16][CH:15]=3)=[O:11])[CH2:6][CH2:5]2)[N:41]2[C:36]3[CH:35]=[CH:34][NH:33][C:37]=3[N:38]=[CH:39][C:40]2=[N:42][N:43]=1, predict the reactants needed to synthesize it. The reactants are: Cl[C:2]([CH:4]1[CH2:9][CH2:8][N:7]([C:10]([O:12][CH2:13][C:14]2[CH:19]=[CH:18][CH:17]=[CH:16][CH:15]=2)=[O:11])[CH2:6][CH2:5]1)=O.C(C1C=CC(S([N:33]2[C:37]3=[N:38][CH:39]=[C:40]([NH:42][NH2:43])[N:41]=[C:36]3[CH:35]=[CH:34]2)(=O)=O)=CC=1)(C)(C)C.CCN(C(C)C)C(C)C.O=S(Cl)Cl.C([O-])([O-])=O.[Na+].[Na+]. (2) Given the product [CH3:16][CH2:17][NH:18][C:19]([C@H:21]1[N:25]([C:26]([C@@H:28]([NH:36][C:37]([C@@H:39]([NH:44][C:45]([C@H:47]([NH:52][C:53]([C@@H:55]([NH:64][C:65]([C@@H:67]([NH:70][C:71]([C@@H:73]([NH:84][C:85]([C@@H:87]([NH:94][C:95]([C@H:97]2[NH:102][C:100](=[O:101])[CH2:99][CH2:98]2)=[O:96])[CH2:88][C:89]2[N:93]=[CH:92][NH:91][CH:90]=2)=[O:86])[CH2:74][C:75]2[C:79]3[CH:80]=[CH:81][CH:82]=[CH:83][C:78]=3[NH:77][CH:76]=2)=[O:72])[CH2:68][OH:69])=[O:66])[CH2:56][C:57]2[CH:62]=[CH:61][C:60]([OH:63])=[CH:59][CH:58]=2)=[O:54])[CH2:48][CH:49]([CH3:51])[CH3:50])=[O:46])[CH2:40][CH:41]([CH3:43])[CH3:42])=[O:38])[CH2:29][CH2:30][CH2:31][NH:32][C:33]([NH2:35])=[NH:34])=[O:27])[CH2:24][CH2:23][CH2:22]1)=[O:20], predict the reactants needed to synthesize it. The reactants are: CC1C(C)=C(C(C2N=CNC=2)C)C=CC=1.[CH3:16][CH2:17][NH:18][C:19]([C@H:21]1[N:25]([C:26]([C@@H:28]([NH:36][C:37]([C@@H:39]([NH:44][C:45]([C@H:47]([NH:52][C:53]([C@@H:55]([NH:64][C:65]([C@@H:67]([NH:70][C:71]([C@@H:73]([NH:84][C:85]([C@@H:87]([NH:94][C:95]([C@H:97]2[NH:102][C:100](=[O:101])[CH2:99][CH2:98]2)=[O:96])[CH2:88][C:89]2[N:93]=[CH:92][NH:91][CH:90]=2)=[O:86])[CH2:74][C:75]2[C:79]3[CH:80]=[CH:81][CH:82]=[CH:83][C:78]=3[NH:77][CH:76]=2)=[O:72])[CH2:68][OH:69])=[O:66])[CH2:56][C:57]2[CH:58]=[CH:59][C:60]([OH:63])=[CH:61][CH:62]=2)=[O:54])[CH2:48][CH:49]([CH3:51])[CH3:50])=[O:46])[CH2:40][CH:41]([CH3:43])[CH3:42])=[O:38])[CH2:29][CH2:30][CH2:31][NH:32][C:33]([NH2:35])=[NH:34])=[O:27])[CH2:24][CH2:23][CH2:22]1)=[O:20].CC(O)=O. (3) Given the product [F:1][C:2]1[CH:3]=[CH:4][C:5]([CH2:8][CH2:9][C:10]2[CH:15]=[CH:14][NH:13][C:12](=[O:16])[CH:11]=2)=[N:6][CH:7]=1, predict the reactants needed to synthesize it. The reactants are: [F:1][C:2]1[CH:3]=[CH:4][C:5]([CH2:8][CH2:9][C:10]2[CH:15]=[CH:14][N:13]=[C:12]([O:16]C)[CH:11]=2)=[N:6][CH:7]=1.Cl. (4) Given the product [Cl:19][C:20]1[C:30]([C:31]2[C:32](=[O:36])[N:3]([CH2:1][CH3:2])[C:4]3[C:9](=[CH:8][N:7]=[C:6]4[NH:12][CH:13]=[C:14]([CH3:15])[C:5]4=3)[CH:10]=2)=[CH:29][C:28]([O:34][CH3:35])=[CH:27][C:21]=1[C:22]([NH:24][CH2:25][CH3:26])=[O:23], predict the reactants needed to synthesize it. The reactants are: [CH2:1]([NH:3][C:4]1[C:9]([CH:10]=O)=[CH:8][N:7]=[C:6]2[N:12](COC)[CH:13]=[C:14]([CH3:15])[C:5]=12)[CH3:2].[Cl:19][C:20]1[C:30]([CH2:31][C:32]#N)=[CH:29][C:28]([O:34][CH3:35])=[CH:27][C:21]=1[C:22]([NH:24][CH2:25][CH3:26])=[O:23].[O-:36]CC.[Na+]. (5) Given the product [C:24]([C@@H:23]([NH:22][C:12]([C:10]1[CH:9]=[CH:8][C:7]([N:15]2[CH2:18][C:17]([F:20])([F:19])[CH2:16]2)=[C:6]([O:5][CH2:4][CH:1]2[CH2:2][CH2:3]2)[N:11]=1)=[O:14])[CH2:27][CH2:28][S:29][CH3:30])(=[O:25])[NH2:26], predict the reactants needed to synthesize it. The reactants are: [CH:1]1([CH2:4][O:5][C:6]2[N:11]=[C:10]([C:12]([OH:14])=O)[CH:9]=[CH:8][C:7]=2[N:15]2[CH2:18][C:17]([F:20])([F:19])[CH2:16]2)[CH2:3][CH2:2]1.Cl.[NH2:22][C@@H:23]([CH2:27][CH2:28][S:29][CH3:30])[C:24]([NH2:26])=[O:25].